This data is from Reaction yield outcomes from USPTO patents with 853,638 reactions. The task is: Predict the reaction yield, written as a fraction of the theoretical maximum amount of product (1.0 means a 100% yield; for example, 0.34 means a 34% yield). (1) The catalyst is O1CCOCC1.O.C1C=CC(/C=C/C(/C=C/C2C=CC=CC=2)=O)=CC=1.C1C=CC(/C=C/C(/C=C/C2C=CC=CC=2)=O)=CC=1.C1C=CC(/C=C/C(/C=C/C2C=CC=CC=2)=O)=CC=1.[Pd].[Pd]. The product is [F:42][C:33]1[CH:32]=[CH:37][C:36]([S:38]([CH3:41])(=[O:40])=[O:39])=[CH:35][C:34]=1[C:6]1[C:5]2[CH:17]=[CH:18][N:19]([S:20]([C:23]3[CH:24]=[CH:25][C:26]([CH3:27])=[CH:28][CH:29]=3)(=[O:22])=[O:21])[C:4]=2[C:3](=[O:30])[N:2]([CH3:1])[CH:7]=1. The reactants are [CH3:1][N:2]1[CH:7]=[C:6](B2OC(C)(C)C(C)(C)O2)[C:5]2[CH:17]=[CH:18][N:19]([S:20]([C:23]3[CH:29]=[CH:28][C:26]([CH3:27])=[CH:25][CH:24]=3)(=[O:22])=[O:21])[C:4]=2[C:3]1=[O:30].Br[C:32]1[CH:37]=[C:36]([S:38]([CH3:41])(=[O:40])=[O:39])[CH:35]=[CH:34][C:33]=1[F:42].CC12CC3(C)P(C4C=CC=CC=4)C(C)(CC(C)(O3)O1)O2.P([O-])([O-])([O-])=O.[K+].[K+].[K+]. The yield is 0.890. (2) The yield is 0.980. The product is [C:25]([O:6][C@H:5]1[C@H:7]([O:8][C:21](=[O:24])[CH3:22])[C@@H:9]([CH2:11][O:12][C:17](=[O:19])[CH3:18])[O:10][CH:2]=[CH:3]1)(=[O:27])[CH3:26]. The reactants are O=[CH:2][C@@H:3]([C@H:5]([C@@H:7]([C@@H:9]([CH2:11][OH:12])[OH:10])[OH:8])[OH:6])O.C(O[C:17](=[O:19])[CH3:18])(=O)C.Br.[C:21]([OH:24])(=O)[CH3:22].[C:25]([O-])(=[O:27])[CH3:26].[Na+].Br. The catalyst is [O-]S([O-])(=O)=O.[Cu+2].[Zn].C(O)(=O)C.O. (3) The reactants are ClC1N=C(/C=C(/C2C=C(N[S:18]([C:21]3[C:26]([F:27])=[CH:25][CH:24]=[CH:23][C:22]=3[F:28])(=[O:20])=[O:19])C=CC=2)\O)C=CN=1.[NH2:29][C:30]1[C:31]([Cl:40])=[C:32]([CH:37]=[CH:38][CH:39]=1)[C:33]([O:35][CH3:36])=[O:34].N1C=CC=CC=1.FC1C=CC=C(F)C=1S(Cl)(=O)=O. The catalyst is C(Cl)Cl. The product is [Cl:40][C:31]1[C:30]([NH:29][S:18]([C:21]2[C:26]([F:27])=[CH:25][CH:24]=[CH:23][C:22]=2[F:28])(=[O:20])=[O:19])=[CH:39][CH:38]=[CH:37][C:32]=1[C:33]([O:35][CH3:36])=[O:34]. The yield is 0.816. (4) The reactants are [C:1]([C:4]1[C:22](=[O:23])[C@@:8]2([CH3:24])[C:9]3[C:15]([OH:16])=[CH:14][C:13]([O:17][CH3:18])=[C:12]([C:19]([NH2:21])=[O:20])[C:10]=3[O:11][C:7]2=[CH:6][C:5]=1[OH:25])(=[O:3])[CH3:2].[F:26][C:27]1[CH:46]=[CH:45][CH:44]=[CH:43][C:28]=1[CH2:29][O:30][C:31]1[C:40]2[C:35](=[CH:36][CH:37]=[CH:38][CH:39]=2)[C:34]([CH:41]=O)=[CH:33][CH:32]=1.C([SiH](CC)CC)C.FC(F)(F)C(O)=O. The catalyst is C(#N)C. The product is [C:1]([C:4]1[C:22](=[O:23])[C@@:8]2([CH3:24])[C:9]3[C:15]([OH:16])=[CH:14][C:13]([O:17][CH3:18])=[C:12]([C:19]([NH:21][CH2:41][C:34]4[C:35]5[C:40](=[CH:39][CH:38]=[CH:37][CH:36]=5)[C:31]([O:30][CH2:29][C:28]5[CH:43]=[CH:44][CH:45]=[CH:46][C:27]=5[F:26])=[CH:32][CH:33]=4)=[O:20])[C:10]=3[O:11][C:7]2=[CH:6][C:5]=1[OH:25])(=[O:3])[CH3:2]. The yield is 0.720. (5) The reactants are [NH2:1][C:2]1[CH:7]=[CH:6][C:5]([CH:8]([CH2:17][CH:18]2[CH2:22][CH2:21][CH2:20][CH2:19]2)[C:9]([NH:11][C:12]2[S:13][CH:14]=[CH:15][N:16]=2)=[O:10])=[CH:4][CH:3]=1.C(N(CC)C(C)C)(C)C.Cl.[C:33](Cl)(=[O:40])[C:34]1[CH:39]=[CH:38][CH:37]=[N:36][CH:35]=1. The catalyst is O1CCCC1. The product is [CH:18]1([CH2:17][CH:8]([C:5]2[CH:4]=[CH:3][C:2]([NH:1][C:33](=[O:40])[C:34]3[CH:39]=[CH:38][CH:37]=[N:36][CH:35]=3)=[CH:7][CH:6]=2)[C:9](=[O:10])[NH:11][C:12]2[S:13][CH:14]=[CH:15][N:16]=2)[CH2:22][CH2:21][CH2:20][CH2:19]1. The yield is 0.700. (6) The reactants are [CH3:1][Si]([N-][Si](C)(C)C)(C)C.[Na+].[CH:11]([C@H:13]1[CH2:18][CH2:17][CH2:16][CH2:15][N:14]1[C:19]([O:21][C:22]([CH3:25])([CH3:24])[CH3:23])=[O:20])=O. The catalyst is [Br-].C[P+](C1C=CC=CC=1)(C1C=CC=CC=1)C1C=CC=CC=1.C1COCC1. The product is [CH:11]([C@H:13]1[CH2:18][CH2:17][CH2:16][CH2:15][N:14]1[C:19]([O:21][C:22]([CH3:25])([CH3:24])[CH3:23])=[O:20])=[CH2:1]. The yield is 0.770.